Dataset: Full USPTO retrosynthesis dataset with 1.9M reactions from patents (1976-2016). Task: Predict the reactants needed to synthesize the given product. (1) Given the product [CH3:29][N:28]([CH3:30])[CH2:24][C:25]([N:4]1[C:5]2[C:10](=[CH:9][C:8]([O:12][CH3:13])=[C:7]([N+:14]([O-:16])=[O:15])[CH:6]=2)[CH2:11][C@@H:3]1[CH3:2])=[O:26], predict the reactants needed to synthesize it. The reactants are: Cl.[CH3:2][C@H:3]1[CH2:11][C:10]2[C:5](=[CH:6][C:7]([N+:14]([O-:16])=[O:15])=[C:8]([O:12][CH3:13])[CH:9]=2)[NH:4]1.C([O-])([O-])=O.[K+].[K+].Br[CH2:24][C:25](Cl)=[O:26].[NH:28]([CH3:30])[CH3:29]. (2) Given the product [NH2:3][C:4]1[N:9]=[C:8]([OH:10])[C:7]2[C:6](=[N:12][CH:21]=[C:20]([C:17]3[CH:18]=[CH:19][C:14]([F:13])=[CH:15][CH:16]=3)[N:11]=2)[N:5]=1, predict the reactants needed to synthesize it. The reactants are: Cl.Cl.[NH2:3][C:4]1[N:9]=[C:8]([OH:10])[C:7]([NH2:11])=[C:6]([NH2:12])[N:5]=1.[F:13][C:14]1[CH:19]=[CH:18][C:17]([C:20](=NO)[CH:21]=O)=[CH:16][CH:15]=1. (3) Given the product [C:1]([C:5]1[CH:6]=[CH:7][C:8]([CH2:9][NH:10][CH2:17][CH2:16][CH2:15][CH:14]=[CH2:13])=[CH:11][CH:12]=1)([CH3:4])([CH3:2])[CH3:3], predict the reactants needed to synthesize it. The reactants are: [C:1]([C:5]1[CH:12]=[CH:11][C:8]([CH2:9][NH2:10])=[CH:7][CH:6]=1)([CH3:4])([CH3:3])[CH3:2].[CH:13](=O)[CH2:14][CH2:15][CH:16]=[CH2:17].[BH4-].[Na+]. (4) Given the product [C:1]([O:5][C:6]([N:8]1[CH2:9][CH2:10][CH:11]([NH:14][C:15]2[C:20]([NH2:21])=[CH:19][N:18]=[C:17]3[N:24]([S:27]([C:30]4[CH:35]=[CH:34][CH:33]=[CH:32][CH:31]=4)(=[O:28])=[O:29])[CH:25]=[CH:26][C:16]=23)[CH2:12][CH2:13]1)=[O:7])([CH3:4])([CH3:2])[CH3:3], predict the reactants needed to synthesize it. The reactants are: [C:1]([O:5][C:6]([N:8]1[CH2:13][CH2:12][CH:11]([NH:14][C:15]2[C:20]([N+:21]([O-])=O)=[CH:19][N:18]=[C:17]3[N:24]([S:27]([C:30]4[CH:35]=[CH:34][CH:33]=[CH:32][CH:31]=4)(=[O:29])=[O:28])[CH:25]=[CH:26][C:16]=23)[CH2:10][CH2:9]1)=[O:7])([CH3:4])([CH3:3])[CH3:2]. (5) The reactants are: [CH:1]1([NH:4][C:5](=[O:16])[C:6]2[CH:11]=[CH:10][C:9]([CH3:12])=[C:8]([N:13]=[C:14]=[S:15])[CH:7]=2)[CH2:3][CH2:2]1.[NH3:17]. Given the product [CH:1]1([NH:4][C:5](=[O:16])[C:6]2[CH:11]=[CH:10][C:9]([CH3:12])=[C:8]([NH:13][C:14]([NH2:17])=[S:15])[CH:7]=2)[CH2:3][CH2:2]1, predict the reactants needed to synthesize it. (6) The reactants are: [C:1]([C:5]1[O:9][C:8]([CH3:10])=[C:7]([C:11](Cl)=[O:12])[CH:6]=1)([CH3:4])([CH3:3])[CH3:2].[OH-:14].[Li+]. Given the product [C:1]([C:5]1[O:9][C:8]([CH3:10])=[C:7]([C:11]([OH:12])=[O:14])[CH:6]=1)([CH3:4])([CH3:3])[CH3:2], predict the reactants needed to synthesize it. (7) Given the product [ClH:30].[Cl:30][C:24]1[CH:25]=[C:26]([F:29])[CH:27]=[CH:28][C:23]=1[C:22]([NH:21][C:17]1[CH:18]=[CH:19][CH:20]=[C:15]([O:14][CH:11]2[CH2:12][CH2:13][NH:8][CH2:9][CH:10]2[CH3:32])[CH:16]=1)=[O:31], predict the reactants needed to synthesize it. The reactants are: C([N:8]1[CH2:13][CH2:12][CH:11]([O:14][C:15]2[CH:16]=[C:17]([NH:21][C:22](=[O:31])[C:23]3[CH:28]=[CH:27][C:26]([F:29])=[CH:25][C:24]=3[Cl:30])[CH:18]=[CH:19][CH:20]=2)[CH:10]([CH3:32])[CH2:9]1)C1C=CC=CC=1.ClC(OC(Cl)C)=O. (8) Given the product [NH2:11][C:6]1[N:7]=[CH:8][C:9]([C:22]2[CH:23]=[N:24][N:25]([CH:27]3[CH2:28][CH2:29][N:30]([C:33]([O:35][C:36]([CH3:39])([CH3:38])[CH3:37])=[O:34])[CH2:31][CH2:32]3)[CH:26]=2)=[C:4]2[C:3]([CH3:13])=[C:2]([Cl:1])[O:12][C:5]=12, predict the reactants needed to synthesize it. The reactants are: [Cl:1][C:2]1[O:12][C:5]2=[C:6]([NH2:11])[N:7]=[CH:8][C:9](I)=[C:4]2[C:3]=1[CH3:13].CC1(C)C(C)(C)OB([C:22]2[CH:23]=[N:24][N:25]([CH:27]3[CH2:32][CH2:31][N:30]([C:33]([O:35][C:36]([CH3:39])([CH3:38])[CH3:37])=[O:34])[CH2:29][CH2:28]3)[CH:26]=2)O1.C([O-])([O-])=O.[Cs+].[Cs+].C1(P(C2CCCCC2)C2C=CC=CC=2C2C(C(C)C)=CC(C(C)C)=CC=2C(C)C)CCCCC1. (9) Given the product [Br:22][C:18]1[N:17]=[C:16]([C:13]([C:11]2[N:10]=[N:9][N:8]([CH2:7][CH2:6][OH:5])[CH:12]=2)([OH:15])[CH3:14])[CH:21]=[CH:20][CH:19]=1, predict the reactants needed to synthesize it. The reactants are: [BH4-].[Na+].C([O:5][C:6](=O)[CH2:7][N:8]1[CH:12]=[C:11]([C:13]([C:16]2[CH:21]=[CH:20][CH:19]=[C:18]([Br:22])[N:17]=2)([OH:15])[CH3:14])[N:10]=[N:9]1)C. (10) Given the product [CH3:1][O:2][C:3]([C:5]1[S:6][C:7]([CH2:10][CH2:11][CH2:12][C:13]([OH:23])=[O:14])=[CH:8][CH:9]=1)=[O:4], predict the reactants needed to synthesize it. The reactants are: [CH3:1][O:2][C:3]([C:5]1[S:6][C:7]([CH2:10][CH2:11][CH2:12][CH2:13][OH:14])=[CH:8][CH:9]=1)=[O:4].CCCCCC.CC[O:23]C(C)=O.